Dataset: Forward reaction prediction with 1.9M reactions from USPTO patents (1976-2016). Task: Predict the product of the given reaction. (1) The product is: [CH3:1][O:2][C:3](=[O:12])[C@@H:4]([CH3:11])[CH2:5][CH2:6][CH2:7][C:8](=[O:10])[CH3:9]. Given the reactants [CH3:1][O:2][C:3](=[O:12])[CH:4]([CH3:11])[CH2:5][CH2:6][CH2:7][C:8](=[O:10])[CH3:9].CC(OC)(C)C.[OH-].[Na+].C(C(C)=O)C(C)C, predict the reaction product. (2) Given the reactants [CH3:1][O:2][C:3]1[CH:4]=[C:5]2[C:10](=[CH:11][C:12]=1[O:13][CH3:14])[N:9]=[CH:8][N:7]=[C:6]2[CH:15]1[CH2:20][CH2:19][NH:18][CH2:17][CH2:16]1.[N+](C1C=CC([O:30][C:31](=O)[NH:32][C:33]2[CH:38]=[CH:37][C:36]([O:39][CH:40]([CH3:42])[CH3:41])=[CH:35][CH:34]=2)=CC=1)([O-])=O.CCN(C(C)C)C(C)C.C([O-])([O-])=O.[K+].[K+], predict the reaction product. The product is: [CH:40]([O:39][C:36]1[CH:37]=[CH:38][C:33]([NH:32][C:31]([N:18]2[CH2:19][CH2:20][CH:15]([C:6]3[C:5]4[C:10](=[CH:11][C:12]([O:13][CH3:14])=[C:3]([O:2][CH3:1])[CH:4]=4)[N:9]=[CH:8][N:7]=3)[CH2:16][CH2:17]2)=[O:30])=[CH:34][CH:35]=1)([CH3:42])[CH3:41]. (3) Given the reactants [C-:1]#[N:2].[K+].[C:4]([O:8][C:9]([N:11]1[CH2:16][CH2:15][N:14]([C:17]([O:19][C:20]([CH3:23])([CH3:22])[CH3:21])=[O:18])[CH2:13][CH:12]1[CH2:24][CH2:25]Br)=[O:10])([CH3:7])([CH3:6])[CH3:5], predict the reaction product. The product is: [C:4]([O:8][C:9]([N:11]1[CH2:16][CH2:15][N:14]([C:17]([O:19][C:20]([CH3:23])([CH3:22])[CH3:21])=[O:18])[CH2:13][CH:12]1[CH2:24][CH2:25][C:1]#[N:2])=[O:10])([CH3:7])([CH3:6])[CH3:5]. (4) Given the reactants [NH2:1][C:2]1[CH:20]=[CH:19][C:5]2[CH2:6][CH2:7][N:8]([C:11]([CH:13]3[CH2:18][O:17][CH2:16][CH2:15][O:14]3)=[O:12])[CH2:9][CH2:10][C:4]=2[CH:3]=1.O1CCOCC1C=O.Cl[C:30]1[N:35]=[C:34]([NH:36][C:37]2[C:48]([F:49])=[CH:47][CH:46]=[CH:45][C:38]=2[C:39]([NH:41][CH2:42][C:43]#[CH:44])=[O:40])[C:33]([Cl:50])=[CH:32][N:31]=1, predict the reaction product. The product is: [Cl:50][C:33]1[C:34]([NH:36][C:37]2[C:48]([F:49])=[CH:47][CH:46]=[CH:45][C:38]=2[C:39]([NH:41][CH2:42][C:43]#[CH:44])=[O:40])=[N:35][C:30]([NH:1][C:2]2[CH:20]=[CH:19][C:5]3[CH2:6][CH2:7][N:8]([C:11]([CH:13]4[CH2:18][O:17][CH2:16][CH2:15][O:14]4)=[O:12])[CH2:9][CH2:10][C:4]=3[CH:3]=2)=[N:31][CH:32]=1. (5) Given the reactants [CH3:1][N:2]([CH3:8])[CH2:3][CH2:4][CH2:5][CH2:6][NH2:7].[C:9]([C:11]1[C:19]2[C:14](=[CH:15][CH:16]=[C:17]([CH2:20][CH2:21][NH:22][C:23](=[O:37])[C:24]3[CH:29]=[CH:28][C:27]([C:30]4[CH:35]=[CH:34][N:33]=[C:32](Cl)[N:31]=4)=[CH:26][CH:25]=3)[CH:18]=2)[NH:13][CH:12]=1)#[N:10], predict the reaction product. The product is: [C:9]([C:11]1[C:19]2[C:14](=[CH:15][CH:16]=[C:17]([CH2:20][CH2:21][NH:22][C:23](=[O:37])[C:24]3[CH:29]=[CH:28][C:27]([C:30]4[CH:35]=[CH:34][N:33]=[C:32]([NH:7][CH2:6][CH2:5][CH2:4][CH2:3][N:2]([CH3:8])[CH3:1])[N:31]=4)=[CH:26][CH:25]=3)[CH:18]=2)[NH:13][CH:12]=1)#[N:10]. (6) Given the reactants [F:1][C:2]1[CH:29]=[CH:28][C:5]([O:6][C:7]2[CH:12]=[CH:11][C:10]([N+:13]([O-])=O)=[CH:9][C:8]=2[C:16]2[C:24]3[C:19](=[C:20]([O:25][CH3:26])[N:21]=[CH:22][CH:23]=3)[N:18]([CH3:27])[CH:17]=2)=[CH:4][CH:3]=1, predict the reaction product. The product is: [F:1][C:2]1[CH:29]=[CH:28][C:5]([O:6][C:7]2[CH:12]=[CH:11][C:10]([NH2:13])=[CH:9][C:8]=2[C:16]2[C:24]3[C:19](=[C:20]([O:25][CH3:26])[N:21]=[CH:22][CH:23]=3)[N:18]([CH3:27])[CH:17]=2)=[CH:4][CH:3]=1. (7) Given the reactants CN1CCOCC1.Cl[C:9]1[N:14]=[C:13](OC)[N:12]=[C:11](OC)[N:10]=1.[C:19]([O:23][C:24]([NH:26][C:27]([CH3:42])([CH3:41])[C:28]([NH:30][CH:31]([C:35]1[CH:40]=[CH:39][CH:38]=[CH:37][CH:36]=1)[C:32]([OH:34])=O)=[O:29])=[O:25])([CH3:22])([CH3:21])[CH3:20].Cl.Cl.NC1N=C([CH:51]([C:59]2[CH:64]=[CH:63][CH:62]=[CH:61][CH:60]=2)[C:52]([N:54]2[CH2:58][CH2:57][CH2:56][CH2:55]2)=[O:53])NC=1, predict the reaction product. The product is: [C:19]([O:23][C:24]([NH:26][C:27]([CH3:41])([CH3:42])[C:28]([NH:30][C@@H:31]([C:32](=[O:34])[NH:10][C:9]1[N:14]=[CH:13][N:12]([CH:51]([C:59]2[CH:60]=[CH:61][CH:62]=[CH:63][CH:64]=2)[C:52](=[O:53])[N:54]2[CH2:55][CH2:56][CH2:57][CH2:58]2)[CH:11]=1)[C:35]1[CH:36]=[CH:37][CH:38]=[CH:39][CH:40]=1)=[O:29])=[O:25])([CH3:22])([CH3:20])[CH3:21]. (8) The product is: [CH2:18]=[C:17]([C:2]1[CH:14]=[C:13]([C:39]([CH3:40])=[CH2:38])[C:5]2[O:6][C:7]3[CH:12]=[CH:11][CH:10]=[CH:9][C:8]=3[C:4]=2[C:3]=1[NH2:16])[CH3:19]. Given the reactants Br[C:2]1[CH:14]=[C:13](Br)[C:5]2[O:6][C:7]3[CH:12]=[CH:11][CH:10]=[CH:9][C:8]=3[C:4]=2[C:3]=1[NH2:16].[C:17](B1OC(C)(C)C(C)(C)O1)([CH3:19])=[CH2:18].O.P([O-])([O-])([O-])=O.[K+].[K+].[K+].[CH:38](=O)[C:39]1C=CC=C[CH:40]=1, predict the reaction product. (9) Given the reactants [F:1][C:2]1[CH:24]=[CH:23][C:5]([CH2:6][O:7][C:8]2[CH:13]=[CH:12][C:11]([N:14]3[C:18](=[O:19])[CH2:17][C@@H:16]([C:20](O)=[O:21])[CH2:15]3)=[CH:10][CH:9]=2)=[CH:4][CH:3]=1.[CH2:25]([N:27](CC)CC)C.CN(C(ON1N=NC2C=CC=CC1=2)=[N+](C)C)C.F[P-](F)(F)(F)(F)F.Cl.CN, predict the reaction product. The product is: [CH3:25][NH:27][C:20]([C@@H:16]1[CH2:17][C:18](=[O:19])[N:14]([C:11]2[CH:12]=[CH:13][C:8]([O:7][CH2:6][C:5]3[CH:23]=[CH:24][C:2]([F:1])=[CH:3][CH:4]=3)=[CH:9][CH:10]=2)[CH2:15]1)=[O:21].